From a dataset of Forward reaction prediction with 1.9M reactions from USPTO patents (1976-2016). Predict the product of the given reaction. (1) Given the reactants Br[C:2]1[CH:3]=[C:4]2[C:12](=[CH:13][CH:14]=1)[NH:11][C:10]1[CH:9]=[C:8]3[C:15]([CH3:23])([CH3:22])[C:16]4[C:21]([C:7]3=[CH:6][C:5]2=1)=[CH:20][CH:19]=[CH:18][CH:17]=4.[CH:24]1[C:32]2[C:31]3[CH:33]=[CH:34][CH:35]=[CH:36][C:30]=3[O:29][C:28]=2[C:27](B(O)O)=[CH:26][CH:25]=1.C([O-])(O)=O.[Na+], predict the reaction product. The product is: [CH:24]1[C:32]2[C:31]3[CH:33]=[CH:34][CH:35]=[CH:36][C:30]=3[O:29][C:28]=2[C:27]([C:2]2[CH:3]=[C:4]3[C:12](=[CH:13][CH:14]=2)[NH:11][C:10]2[CH:9]=[C:8]4[C:15]([CH3:23])([CH3:22])[C:16]5[C:21]([C:7]4=[CH:6][C:5]3=2)=[CH:20][CH:19]=[CH:18][CH:17]=5)=[CH:26][CH:25]=1. (2) Given the reactants [OH-].[Li+].[CH:3]1([C@H:9]([NH:13][C:14]([C:16]2[CH:21]=[CH:20][C:19]([C:22]3[CH:27]=[CH:26][C:25]([CH2:28][O:29]C(=O)C(F)(F)F)=[CH:24][CH:23]=3)=[CH:18][C:17]=2[NH:36][C:37]([NH:39][C:40]2[C:45]([CH3:46])=[CH:44][C:43]([CH3:47])=[CH:42][C:41]=2[CH3:48])=[O:38])=[O:15])[C:10]([OH:12])=[O:11])[CH2:8][CH2:7][CH2:6][CH2:5][CH2:4]1.CO.O, predict the reaction product. The product is: [CH:3]1([C@H:9]([NH:13][C:14]([C:16]2[CH:21]=[CH:20][C:19]([C:22]3[CH:27]=[CH:26][C:25]([CH2:28][OH:29])=[CH:24][CH:23]=3)=[CH:18][C:17]=2[NH:36][C:37]([NH:39][C:40]2[C:45]([CH3:46])=[CH:44][C:43]([CH3:47])=[CH:42][C:41]=2[CH3:48])=[O:38])=[O:15])[C:10]([OH:12])=[O:11])[CH2:8][CH2:7][CH2:6][CH2:5][CH2:4]1. (3) Given the reactants [C:1]([O:5][C:6](=[O:9])[CH2:7][NH2:8])([CH3:4])([CH3:3])[CH3:2].[CH3:10][C:11]([CH3:17])([CH:15]=[CH2:16])[CH2:12][CH:13]=O, predict the reaction product. The product is: [C:1]([O:5][C:6](=[O:9])[CH2:7]/[N:8]=[CH:16]/[CH2:15][C:11]([CH3:17])([CH3:10])[CH:12]=[CH2:13])([CH3:4])([CH3:3])[CH3:2]. (4) Given the reactants CCN(C(C)C)C(C)C.C(OC([NH:17][CH2:18][CH2:19][NH:20][C:21]1[CH:26]=[CH:25][CH:24]=[CH:23][C:22]=1[N:27]1[CH2:32][CH2:31][N:30]([C:33](=[O:63])[C@H:34]([NH:43][C:44]([C@@H:46]2[CH2:55][C:54]3[C:49](=[CH:50][CH:51]=[CH:52][CH:53]=3)[CH2:48][N:47]2C(OC(C)(C)C)=O)=[O:45])[CH2:35][C:36]2[CH:41]=[CH:40][C:39]([Cl:42])=[CH:38][CH:37]=2)[CH2:29][CH2:28]1)=O)(C)(C)C.NC1C=CC=CC=1N1CCN(C(=O)[C@H](NC([C@@H]2CC3C(=CC=CC=3)CN2C(OC(C)(C)C)=O)=O)CC2C=CC(Cl)=CC=2)CC1.C(OC(=O)NCC=O)(C)(C)C.[BH-](OC(C)=O)(OC(C)=O)OC(C)=O.[Na+], predict the reaction product. The product is: [NH2:17][CH2:18][CH2:19][NH:20][C:21]1[CH:26]=[CH:25][CH:24]=[CH:23][C:22]=1[N:27]1[CH2:28][CH2:29][N:30]([C:33](=[O:63])[C@H:34]([NH:43][C:44]([C@@H:46]2[CH2:55][C:54]3[C:49](=[CH:50][CH:51]=[CH:52][CH:53]=3)[CH2:48][NH:47]2)=[O:45])[CH2:35][C:36]2[CH:41]=[CH:40][C:39]([Cl:42])=[CH:38][CH:37]=2)[CH2:31][CH2:32]1. (5) Given the reactants [CH3:1][C:2]1[CH:7]=[CH:6][CH:5]=[CH:4][C:3]=1[C:8]1[CH:13]=[CH:12][CH:11]=[C:10]([C:14]([N:16]2[C:22]3[CH:23]=[CH:24][CH:25]=[CH:26][C:21]=3[CH2:20][N:19]3[CH:27]=[CH:28][CH:29]=[C:18]3[CH2:17]2)=[O:15])[CH:9]=1.C(=O)([O-])[O-].[Na+].[Na+].[Cl:36][C:37]([Cl:42])([Cl:41])[C:38](Cl)=[O:39], predict the reaction product. The product is: [Cl:36][C:37]([Cl:42])([Cl:41])[C:38]([C:27]1[N:19]2[C:18]([CH2:17][N:16]([C:14]([C:10]3[CH:9]=[C:8]([C:3]4[CH:4]=[CH:5][CH:6]=[CH:7][C:2]=4[CH3:1])[CH:13]=[CH:12][CH:11]=3)=[O:15])[C:22]3[CH:23]=[CH:24][CH:25]=[CH:26][C:21]=3[CH2:20]2)=[CH:29][CH:28]=1)=[O:39]. (6) Given the reactants [OH:1][C:2]1[C:3]([C:8]([OH:10])=[O:9])=[N:4][CH:5]=[CH:6][CH:7]=1.OS(O)(=O)=O.[CH3:16]O, predict the reaction product. The product is: [CH3:16][O:9][C:8]([C:3]1[C:2]([OH:1])=[CH:7][CH:6]=[CH:5][N:4]=1)=[O:10]. (7) Given the reactants [F:1][C:2]([F:31])([F:30])[O:3][C:4]1[CH:9]=[CH:8][C:7]([NH:10][C:11]([C:13]2([NH2:29])[CH2:18][CH2:17][N:16]([S:19]([C:22]3[CH:27]=[CH:26][C:25]([CH3:28])=[CH:24][CH:23]=3)(=[O:21])=[O:20])[CH2:15][CH2:14]2)=[O:12])=[CH:6][CH:5]=1.Cl.CI.[C:35](=O)([O-])[O-].[K+].[K+], predict the reaction product. The product is: [F:31][C:2]([F:1])([F:30])[O:3][C:4]1[CH:5]=[CH:6][C:7]([NH:10][C:11]([C:13]2([NH:29][CH3:35])[CH2:18][CH2:17][N:16]([S:19]([C:22]3[CH:27]=[CH:26][C:25]([CH3:28])=[CH:24][CH:23]=3)(=[O:21])=[O:20])[CH2:15][CH2:14]2)=[O:12])=[CH:8][CH:9]=1. (8) The product is: [CH3:3][C:4]1[CH:13]=[C:12]([N:14]2[CH2:18][CH2:17][CH2:16][CH2:15]2)[C:11]2[C:6](=[CH:7][C:8]([CH2:19][O:20][C:23]3[CH:28]=[CH:27][N:26]=[CH:25][CH:24]=3)=[CH:9][CH:10]=2)[N:5]=1. Given the reactants [H-].[Na+].[CH3:3][C:4]1[CH:13]=[C:12]([N:14]2[CH2:18][CH2:17][CH2:16][CH2:15]2)[C:11]2[C:6](=[CH:7][C:8]([CH2:19][OH:20])=[CH:9][CH:10]=2)[N:5]=1.Cl.Cl[C:23]1[CH:28]=[CH:27][N:26]=[CH:25][CH:24]=1, predict the reaction product. (9) Given the reactants [Cl:1][C:2]1[N:3]=[C:4]([N:12]2[CH2:17][CH2:16][O:15][CH2:14][CH2:13]2)[C:5]2[CH:10]=[C:9](Cl)[S:8][C:6]=2[N:7]=1.[Li]CCCC.[O:23]1[CH2:26][C:25](=[O:27])[CH2:24]1, predict the reaction product. The product is: [Cl:1][C:2]1[N:3]=[C:4]([N:12]2[CH2:17][CH2:16][O:15][CH2:14][CH2:13]2)[C:5]2[CH:10]=[C:9]([C:25]3([OH:27])[CH2:26][O:23][CH2:24]3)[S:8][C:6]=2[N:7]=1.